From a dataset of NCI-60 drug combinations with 297,098 pairs across 59 cell lines. Regression. Given two drug SMILES strings and cell line genomic features, predict the synergy score measuring deviation from expected non-interaction effect. (1) Drug 2: CC1=C(C(=CC=C1)Cl)NC(=O)C2=CN=C(S2)NC3=CC(=NC(=N3)C)N4CCN(CC4)CCO. Cell line: UACC-257. Drug 1: C1=CC(=CC=C1CCC2=CNC3=C2C(=O)NC(=N3)N)C(=O)NC(CCC(=O)O)C(=O)O. Synergy scores: CSS=5.70, Synergy_ZIP=-0.584, Synergy_Bliss=3.76, Synergy_Loewe=-0.303, Synergy_HSA=-0.562. (2) Drug 1: CN(CCCl)CCCl.Cl. Drug 2: C1CCC(C(C1)N)N.C(=O)(C(=O)[O-])[O-].[Pt+4]. Cell line: SNB-19. Synergy scores: CSS=19.1, Synergy_ZIP=-7.48, Synergy_Bliss=1.75, Synergy_Loewe=1.22, Synergy_HSA=2.84. (3) Drug 1: C1=NC(=NC(=O)N1C2C(C(C(O2)CO)O)O)N. Drug 2: C1=CC=C(C(=C1)C(C2=CC=C(C=C2)Cl)C(Cl)Cl)Cl. Cell line: SNB-75. Synergy scores: CSS=3.69, Synergy_ZIP=-2.48, Synergy_Bliss=0.671, Synergy_Loewe=1.88, Synergy_HSA=2.07. (4) Drug 1: C1=CC(=CC=C1CC(C(=O)O)N)N(CCCl)CCCl.Cl. Drug 2: CC1CCCC2(C(O2)CC(NC(=O)CC(C(C(=O)C(C1O)C)(C)C)O)C(=CC3=CSC(=N3)C)C)C. Cell line: MCF7. Synergy scores: CSS=16.4, Synergy_ZIP=-6.37, Synergy_Bliss=2.38, Synergy_Loewe=1.08, Synergy_HSA=2.46. (5) Drug 1: CCCCCOC(=O)NC1=NC(=O)N(C=C1F)C2C(C(C(O2)C)O)O. Drug 2: COC1=C2C(=CC3=C1OC=C3)C=CC(=O)O2. Cell line: TK-10. Synergy scores: CSS=2.98, Synergy_ZIP=-1.24, Synergy_Bliss=0.538, Synergy_Loewe=-1.79, Synergy_HSA=-0.994.